This data is from Catalyst prediction with 721,799 reactions and 888 catalyst types from USPTO. The task is: Predict which catalyst facilitates the given reaction. (1) Reactant: Cl[C:2]1[CH:3]=[CH:4][C:5]([N+:9]([O-:11])=[O:10])=[C:6]([NH2:8])[CH:7]=1.Cl.[CH3:13][O:14][C:15]1[CH:20]=[CH:19][CH:18]=[CH:17][C:16]=1[N:21]1[CH2:26][CH2:25][NH:24][CH2:23][CH2:22]1.C([O-])([O-])=O.[K+].[K+].O. Product: [CH3:13][O:14][C:15]1[CH:20]=[CH:19][CH:18]=[CH:17][C:16]=1[N:21]1[CH2:26][CH2:25][N:24]([C:2]2[CH:3]=[CH:4][C:5]([N+:9]([O-:11])=[O:10])=[C:6]([NH2:8])[CH:7]=2)[CH2:23][CH2:22]1. The catalyst class is: 3. (2) Reactant: C(OC([N:8]1[CH2:13][CH2:12][CH2:11][C@H:10]([NH:14][C:15]2[C:20]([O:21][CH3:22])=[C:19]([N:23]3[C:27]([NH2:28])=[N:26][C:25]([NH:29][C:30]4[CH:35]=[CH:34][C:33]([S:36](=[O:39])(=[O:38])[NH2:37])=[CH:32][CH:31]=4)=[N:24]3)[N:18]=[CH:17][N:16]=2)[CH2:9]1)=O)(C)(C)C.[ClH:40]. Product: [ClH:40].[ClH:40].[NH2:28][C:27]1[N:23]([C:19]2[N:18]=[CH:17][N:16]=[C:15]([NH:14][C@H:10]3[CH2:11][CH2:12][CH2:13][NH:8][CH2:9]3)[C:20]=2[O:21][CH3:22])[N:24]=[C:25]([NH:29][C:30]2[CH:35]=[CH:34][C:33]([S:36](=[O:38])(=[O:39])[NH2:37])=[CH:32][CH:31]=2)[N:26]=1. The catalyst class is: 5. (3) Reactant: [CH2:1]([N:8]1[CH:12]=[CH:11][CH:10]=[CH:9]1)[C:2]1[CH:7]=[CH:6][CH:5]=[CH:4][CH:3]=1.[Cl:13][C:14]1[N:19]=[C:18](Cl)[N:17]=[C:16]([Cl:21])[N:15]=1. Product: [CH2:1]([N:8]1[CH:12]=[CH:11][CH:10]=[C:9]1[C:18]1[N:17]=[C:16]([Cl:21])[N:15]=[C:14]([Cl:13])[N:19]=1)[C:2]1[CH:7]=[CH:6][CH:5]=[CH:4][CH:3]=1. The catalyst class is: 113.